Dataset: Catalyst prediction with 721,799 reactions and 888 catalyst types from USPTO. Task: Predict which catalyst facilitates the given reaction. (1) Reactant: [F:1][C:2]([F:34])([O:13][C:14]1[CH:19]=[CH:18][C:17]([C:20]2[CH:25]=[C:24]([F:26])[C:23]([O:27][C:28]([F:31])([F:30])[F:29])=[C:22]([F:32])[CH:21]=2)=[C:16]([F:33])[CH:15]=1)[C:3]1[C:10]([F:11])=[CH:9][C:6]([CH:7]=[O:8])=[CH:5][C:4]=1[F:12].O.[CH2:36]([CH:39]([CH2:42]O)[CH2:40][OH:41])[CH2:37][CH3:38].O.C1(C)C=CC(S(O)(=O)=O)=CC=1. Product: [F:34][C:2]([F:1])([O:13][C:14]1[CH:19]=[CH:18][C:17]([C:20]2[CH:21]=[C:22]([F:32])[C:23]([O:27][C:28]([F:29])([F:31])[F:30])=[C:24]([F:26])[CH:25]=2)=[C:16]([F:33])[CH:15]=1)[C:3]1[C:4]([F:12])=[CH:5][C:6]([CH:7]2[O:41][CH2:40][CH:39]([CH2:36][CH2:37][CH3:38])[CH2:42][O:8]2)=[CH:9][C:10]=1[F:11]. The catalyst class is: 11. (2) Reactant: [Li]CCCC.Br[C:7]1[C:15]2[C:14]([Cl:16])=[N:13][CH:12]=[N:11][C:10]=2[N:9]([CH:17]([CH3:19])[CH3:18])[CH:8]=1.[C:20](=[N:33][C:34]1[CH:35]=[C:36]([CH:43]=[C:44]([O:46][CH3:47])[N:45]=1)[C:37](N(OC)C)=[O:38])([C:27]1[CH:32]=[CH:31][CH:30]=[CH:29][CH:28]=1)[C:21]1[CH:26]=[CH:25][CH:24]=[CH:23][CH:22]=1. Product: [C:20](=[N:33][C:34]1[CH:35]=[C:36]([C:37]([C:7]2[C:15]3[C:14]([Cl:16])=[N:13][CH:12]=[N:11][C:10]=3[N:9]([CH:17]([CH3:19])[CH3:18])[CH:8]=2)=[O:38])[CH:43]=[C:44]([O:46][CH3:47])[N:45]=1)([C:27]1[CH:28]=[CH:29][CH:30]=[CH:31][CH:32]=1)[C:21]1[CH:26]=[CH:25][CH:24]=[CH:23][CH:22]=1. The catalyst class is: 28. (3) Reactant: CS(O[C@@H:6]1[CH2:23][CH2:22][C@@:21]2([CH3:24])[CH:8]([C:9](=[O:26])[CH2:10][C@@H:11]3[C@@H:20]2[CH2:19][CH2:18][C@@:16]2([CH3:17])[C@H:12]3[CH2:13][CH2:14][C:15]2=[O:25])[CH2:7]1)(=O)=O.[K+].[C:28]([O-:31])(=[S:30])[CH3:29]. Product: [C:28]([S:30][C@H:6]1[CH2:23][CH2:22][C@@:21]2([CH3:24])[CH:8]([C:9](=[O:26])[CH2:10][C@@H:11]3[C@@H:20]2[CH2:19][CH2:18][C@@:16]2([CH3:17])[C@H:12]3[CH2:13][CH2:14][C:15]2=[O:25])[CH2:7]1)(=[O:31])[CH3:29]. The catalyst class is: 3. (4) Reactant: C[O:2][C:3](=[O:31])[CH2:4][C:5]1[CH:14]=[C:13]([CH:15]2[CH2:20][CH2:19][N:18]([S:21]([C:24]3[CH:29]=[CH:28][N:27]=[CH:26][CH:25]=3)(=[O:23])=[O:22])[CH2:17][CH2:16]2)[C:12]2[C:7](=[CH:8][CH:9]=[C:10]([F:30])[CH:11]=2)[CH:6]=1.O.[OH-].[Li+]. Product: [F:30][C:10]1[CH:11]=[C:12]2[C:7](=[CH:8][CH:9]=1)[CH:6]=[C:5]([CH2:4][C:3]([OH:31])=[O:2])[CH:14]=[C:13]2[CH:15]1[CH2:16][CH2:17][N:18]([S:21]([C:24]2[CH:29]=[CH:28][N:27]=[CH:26][CH:25]=2)(=[O:22])=[O:23])[CH2:19][CH2:20]1. The catalyst class is: 20.